This data is from Experimentally validated miRNA-target interactions with 360,000+ pairs, plus equal number of negative samples. The task is: Binary Classification. Given a miRNA mature sequence and a target amino acid sequence, predict their likelihood of interaction. The miRNA is hsa-miR-3922-3p with sequence UCUGGCCUUGACUUGACUCUUU. The protein sequence of the target gene is MSMEDYDFLFKIVLIGNAGVGKTCLVRRFTQGLFPPGQGATIGVDFMIKTVEINGEKVKLQIWDTAGQERFRSITQSYYRSANALILTYDITCEESFRCLPEWLREIEQYASNKVITVLVGNKIDLAERREVSQQRAEEFSEAQDMYYLETSAKESDNVEKLFLDLACRLISEARQNTLVNNVSSPLPGEGKSISYLTCCNFN. Result: 1 (interaction).